This data is from Reaction yield outcomes from USPTO patents with 853,638 reactions. The task is: Predict the reaction yield, written as a fraction of the theoretical maximum amount of product (1.0 means a 100% yield; for example, 0.34 means a 34% yield). The reactants are CO[C:3](=[O:16])[CH2:4][CH2:5][CH2:6][CH2:7][CH2:8][CH2:9][C:10](=[O:15])[C:11]([F:14])([F:13])[F:12].O[Li].O.Cl.C(Cl)CCl.[NH2:25][C:26]1[CH:31]=[CH:30][CH:29]=[CH:28][CH:27]=1. The catalyst is C1COCC1.O.CN(C1C=CN=CC=1)C.C(Cl)Cl. The product is [C:26]1([NH:25][C:3](=[O:16])[CH2:4][CH2:5][CH2:6][CH2:7][CH2:8][CH2:9][C:10](=[O:15])[C:11]([F:12])([F:13])[F:14])[CH:31]=[CH:30][CH:29]=[CH:28][CH:27]=1. The yield is 0.650.